This data is from Reaction yield outcomes from USPTO patents with 853,638 reactions. The task is: Predict the reaction yield, written as a fraction of the theoretical maximum amount of product (1.0 means a 100% yield; for example, 0.34 means a 34% yield). (1) The reactants are [CH2:1]([O:3][C:4](=[O:17])[NH:5][C:6]1[CH:11]=[CH:10][CH:9]=[CH:8][C:7]=1[O:12][C:13]([F:16])([F:15])[F:14])[CH3:2].[Li]C(CC)C.[I:23]I.[Cl-].[NH4+]. The catalyst is C1COCC1.C1CCCCC1.O. The product is [CH2:1]([O:3][C:4](=[O:17])[NH:5][C:6]1[C:7]([O:12][C:13]([F:14])([F:16])[F:15])=[CH:8][CH:9]=[CH:10][C:11]=1[I:23])[CH3:2]. The yield is 0.940. (2) The yield is 0.970. The product is [F:1][C:2]1[CH:3]=[CH:4][C:5]([CH2:8][CH:9]([C:13]2[CH:14]=[CH:15][C:16]([S:19]([CH3:22])(=[O:20])=[O:21])=[CH:17][CH:18]=2)[C:10]([NH:33][C:31]2[O:32][C:28]3[CH:27]=[CH:26][CH:25]=[C:24]([CH3:23])[C:29]=3[N:30]=2)=[O:12])=[CH:6][CH:7]=1. The reactants are [F:1][C:2]1[CH:7]=[CH:6][C:5]([CH2:8][CH:9]([C:13]2[CH:18]=[CH:17][C:16]([S:19]([CH3:22])(=[O:21])=[O:20])=[CH:15][CH:14]=2)[C:10]([OH:12])=O)=[CH:4][CH:3]=1.[CH3:23][C:24]1[C:29]2[N:30]=[C:31]([NH2:33])[O:32][C:28]=2[CH:27]=[CH:26][CH:25]=1.CCN=C=NCCCN(C)C.Cl. The catalyst is CN(C1C=CN=CC=1)C.C(Cl)Cl. (3) The reactants are [CH3:1][O:2][C:3]1[CH:8]=[CH:7][C:6]([C:9]2[CH:10]=[N:11][C:12]([NH:15][C:16]3[CH:33]=[CH:32][C:19]([O:20][CH2:21][CH2:22][N:23]4[CH2:28][CH2:27][CH:26]([C:29]([OH:31])=[O:30])[CH2:25][CH2:24]4)=[CH:18][CH:17]=3)=[N:13][CH:14]=2)=[CH:5][CH:4]=1.Cl[CH2:35][CH2:36]OC1C=CC(NC2N=CC(C3C=CC(OC)=CC=3)=CN=2)=CC=1.[I-].[Na+].N1CCC(C(OCC)=O)CC1. The catalyst is CN(C=O)C. The product is [CH2:35]([O:30][C:29]([CH:26]1[CH2:25][CH2:24][N:23]([CH2:22][CH2:21][O:20][C:19]2[CH:32]=[CH:33][C:16]([NH:15][C:12]3[N:11]=[CH:10][C:9]([C:6]4[CH:5]=[CH:4][C:3]([O:2][CH3:1])=[CH:8][CH:7]=4)=[CH:14][N:13]=3)=[CH:17][CH:18]=2)[CH2:28][CH2:27]1)=[O:31])[CH3:36]. The yield is 0.500. (4) The reactants are Br[C:2]1[CH:6]=[CH:5][S:4][C:3]=1[C:7]1[NH:11][CH:10]=[N:9][N:8]=1.O1CCCC1.[Li]CCCC.[Cl:22][C:23]1[CH:34]=[CH:33][C:26]([C:27](N(OC)C)=[O:28])=[CH:25][CH:24]=1.[Cl-].[NH4+].O. No catalyst specified. The product is [Cl:22][C:23]1[CH:34]=[CH:33][C:26]([C:27]([C:2]2[CH:6]=[CH:5][S:4][C:3]=2[C:7]2[NH:11][CH:10]=[N:9][N:8]=2)=[O:28])=[CH:25][CH:24]=1. The yield is 0.885.